Dataset: Aqueous solubility values for 9,982 compounds from the AqSolDB database. Task: Regression/Classification. Given a drug SMILES string, predict its absorption, distribution, metabolism, or excretion properties. Task type varies by dataset: regression for continuous measurements (e.g., permeability, clearance, half-life) or binary classification for categorical outcomes (e.g., BBB penetration, CYP inhibition). For this dataset (solubility_aqsoldb), we predict Y. The drug is COc1ccc2c3c1CCCC3CN(C(=N)N)C2. The Y is -1.22 log mol/L.